Task: Predict the reaction yield, written as a fraction of the theoretical maximum amount of product (1.0 means a 100% yield; for example, 0.34 means a 34% yield).. Dataset: Reaction yield outcomes from USPTO patents with 853,638 reactions (1) The reactants are [CH3:1][O:2][C:3](=[O:11])[C:4]1[CH:9]=[CH:8][C:7]([OH:10])=[CH:6][CH:5]=1.[I:12]Cl. The catalyst is CC(O)=O. The product is [OH:10][C:7]1[CH:8]=[CH:9][C:4]([C:3]([O:2][CH3:1])=[O:11])=[CH:5][C:6]=1[I:12]. The yield is 0.550. (2) The reactants are Br[CH2:2][CH2:3][C:4]([OH:6])=[O:5].[OH-].[K+].[F:9][C:10]([F:15])([F:14])[CH2:11][CH2:12][SH:13].Cl. The catalyst is CO. The product is [F:9][C:10]([F:15])([F:14])[CH2:11][CH2:12][S:13][CH2:2][CH2:3][C:4]([OH:6])=[O:5]. The yield is 0.880. (3) The reactants are Br[C:2]1[C:6]([CH3:7])=[C:5]([C:8]2[CH:13]=[CH:12][C:11]([O:14]C)=[C:10]([Cl:16])[CH:9]=2)[S:4][C:3]=1[CH:17]1[O:21]CCO1.[F:22][C:23]1[CH:24]=[C:25](B(O)O)[CH:26]=[CH:27][C:28]=1[O:29]C. No catalyst specified. The product is [Cl:16][C:10]1[CH:9]=[C:8]([C:5]2[S:4][C:3]([CH:17]=[O:21])=[C:2]([C:25]3[CH:26]=[CH:27][C:28]([OH:29])=[C:23]([F:22])[CH:24]=3)[C:6]=2[CH3:7])[CH:13]=[CH:12][C:11]=1[OH:14]. The yield is 0.510. (4) The reactants are [CH3:1][O:2][C:3]1[CH:15]=[CH:14][C:6]2[NH:7]C(=O)[NH:9][S:10](=[O:12])(=[O:11])[C:5]=2[CH:4]=1.[OH-].[Na+]. The catalyst is S(=O)(=O)(O)O. The product is [NH2:7][C:6]1[CH:14]=[CH:15][C:3]([O:2][CH3:1])=[CH:4][C:5]=1[S:10]([NH2:9])(=[O:11])=[O:12]. The yield is 0.610. (5) The reactants are [OH-].[Li+].[C:3]([O:7][CH:8]([C:13]1[C:18]([C:19]([F:22])([F:21])[F:20])=[CH:17][CH:16]=[C:15]([C:23]2[CH:28]=[CH:27][CH:26]=[CH:25][CH:24]=2)[C:14]=1[C:29]1[CH:30]=[CH:31][C:32]2[O:37][CH2:36][CH2:35][CH2:34][C:33]=2[CH:38]=1)[C:9]([O:11]C)=[O:10])([CH3:6])([CH3:5])[CH3:4]. The catalyst is O1CCCC1.CO. The product is [C:3]([O:7][CH:8]([C:13]1[C:18]([C:19]([F:22])([F:21])[F:20])=[CH:17][CH:16]=[C:15]([C:23]2[CH:28]=[CH:27][CH:26]=[CH:25][CH:24]=2)[C:14]=1[C:29]1[CH:30]=[CH:31][C:32]2[O:37][CH2:36][CH2:35][CH2:34][C:33]=2[CH:38]=1)[C:9]([OH:11])=[O:10])([CH3:6])([CH3:4])[CH3:5]. The yield is 0.680. (6) The reactants are [Br:1][C:2]1[C:3]([CH3:23])=[C:4]([CH3:22])[C:5]2[O:9][C:8](=[O:10])[C:7]([C:12]3[CH:17]=[CH:16][C:15]([CH:18]([CH3:20])[CH3:19])=[CH:14][CH:13]=3)([CH3:11])[C:6]=2[CH:21]=1. The catalyst is C(OCC)(=O)C.CCCCCC. The product is [Br:1][C:2]1[CH:21]=[C:6]([C:7]([C:12]2[CH:13]=[CH:14][C:15]([CH:18]([CH3:20])[CH3:19])=[CH:16][CH:17]=2)([CH3:11])[CH2:8][OH:10])[C:5]([OH:9])=[C:4]([CH3:22])[C:3]=1[CH3:23]. The yield is 0.830. (7) The reactants are Cl.[S:2]1[C:10]2[C:5](=[N:6][CH:7]=[CH:8][CH:9]=2)[N:4]=[C:3]1[O:11][C:12]1[CH:23]=[CH:22][C:15]2[C:16]([C:19](Cl)=[O:20])=[CH:17][O:18][C:14]=2[CH:13]=1.C[CH2:25][N:26](CC)CC.Cl.Cl.CN.C([O-])(O)=O.[Na+]. The catalyst is C(Cl)Cl.O. The product is [CH3:25][NH:26][C:19]([C:16]1[C:15]2[CH:22]=[CH:23][C:12]([O:11][C:3]3[S:2][C:10]4[C:5]([N:4]=3)=[N:6][CH:7]=[CH:8][CH:9]=4)=[CH:13][C:14]=2[O:18][CH:17]=1)=[O:20]. The yield is 0.450. (8) The reactants are [SH:1][C:2]1[CH:15]=[CH:14][CH:13]=[CH:12][C:3]=1[C:4]([C:6]1[CH:11]=[CH:10][CH:9]=[CH:8][CH:7]=1)=[O:5].[CH2:16]([C:18]([CH2:25]OS(C)(=O)=O)([CH2:21][CH2:22][CH2:23][CH3:24])[CH:19]=[O:20])[CH3:17].C(N(CC)CC)C.Cl. The catalyst is COCCOCCOC. The product is [C:4]([C:3]1[CH:12]=[CH:13][CH:14]=[CH:15][C:2]=1[S:1][CH2:25][C:18]([CH2:16][CH3:17])([CH2:21][CH2:22][CH2:23][CH3:24])[CH:19]=[O:20])(=[O:5])[C:6]1[CH:11]=[CH:10][CH:9]=[CH:8][CH:7]=1. The yield is 0.580. (9) The reactants are [N:1]1[C:14]2[C:5](=[CH:6][CH:7]=[C:8]3[C:13]=2[N:12]=[CH:11][CH:10]=[CH:9]3)[CH:4]=[CH:3][CH:2]=1.[C:15]([O-:18])(=[O:17])[CH3:16].[Pd+2:19].[C:20]([O-:23])(=[O:22])[CH3:21]. The catalyst is C1(C)C=CC=CC=1. The product is [C:15]([O-:18])(=[O:17])[CH3:16].[N:1]1[C:14]2[C:5](=[CH:6][CH:7]=[C:8]3[C:13]=2[N:12]=[CH:11][CH:10]=[CH:9]3)[CH:4]=[CH:3][CH:2]=1.[Pd+2:19].[C:20]([O-:23])(=[O:22])[CH3:21]. The yield is 0.856. (10) The reactants are Cl.[CH3:2][NH:3][OH:4].[CH3:5][O-:6].[Na+].[Br:8][C:9]1[CH:10]=[C:11]2C(=[CH:17][CH:18]=1)O[CH:14]([C:19]1[CH:24]=[CH:23][CH:22]=[CH:21][CH:20]=1)[CH2:13]/[C:12]/2=[N:25]/[C:26]#[N:27]. The catalyst is CO. The product is [Br:8][C:9]1[CH:10]=[C:11]2[C:12]3([O:4][N:3]([CH3:2])[C:26]([NH2:27])=[N:25]3)[CH2:13][CH:14]([C:19]3[CH:20]=[CH:21][CH:22]=[CH:23][CH:24]=3)[O:6][C:5]2=[CH:17][CH:18]=1. The yield is 0.870.